The task is: Predict the reactants needed to synthesize the given product.. This data is from Full USPTO retrosynthesis dataset with 1.9M reactions from patents (1976-2016). (1) Given the product [CH3:13][S:10]([C:8]1[CH:7]=[CH:6][C:5]([O:14][CH2:15][CH2:16][C:17]([F:18])([F:20])[F:19])=[C:4]([CH:9]=1)[C:3]([OH:21])=[O:2])(=[O:12])=[O:11], predict the reactants needed to synthesize it. The reactants are: C[O:2][C:3](=[O:21])[C:4]1[CH:9]=[C:8]([S:10]([CH3:13])(=[O:12])=[O:11])[CH:7]=[CH:6][C:5]=1[O:14][CH2:15][CH2:16][C:17]([F:20])([F:19])[F:18].[OH-].[Na+].Cl. (2) Given the product [C:8]([C:7]1[C:2]2[N:1]=[N:34][N:31]([CH3:32])[C:3]=2[CH:4]=[C:5]([C:10]2[CH:26]=[CH:25][C:13]([O:14][CH2:15][CH2:16][NH:17][C:18](=[O:24])[O:19][C:20]([CH3:23])([CH3:22])[CH3:21])=[C:12]([C:27]([F:28])([F:29])[F:30])[CH:11]=2)[N:6]=1)#[N:9], predict the reactants needed to synthesize it. The reactants are: [NH2:1][C:2]1[C:3]([NH:31][CH3:32])=[CH:4][C:5]([C:10]2[CH:26]=[CH:25][C:13]([O:14][CH2:15][CH2:16][NH:17][C:18](=[O:24])[O:19][C:20]([CH3:23])([CH3:22])[CH3:21])=[C:12]([C:27]([F:30])([F:29])[F:28])[CH:11]=2)=[N:6][C:7]=1[C:8]#[N:9].Cl.[N:34]([O-])=O.[Na+].